The task is: Predict the product of the given reaction.. This data is from Forward reaction prediction with 1.9M reactions from USPTO patents (1976-2016). Given the reactants [CH2:1]([NH:3][C:4]1[C:9]([N+:10]([O-])=O)=[CH:8][N:7]=[C:6]([O:13][CH3:14])[CH:5]=1)[CH3:2].O.O.[Sn](Cl)Cl.C([O-])(O)=O.[Na+], predict the reaction product. The product is: [CH2:1]([NH:3][C:4]1[CH:5]=[C:6]([O:13][CH3:14])[N:7]=[CH:8][C:9]=1[NH2:10])[CH3:2].